Dataset: Full USPTO retrosynthesis dataset with 1.9M reactions from patents (1976-2016). Task: Predict the reactants needed to synthesize the given product. (1) Given the product [Cl:28][C:26]1[CH:27]=[C:22]([CH2:21][N:18]2[CH2:19][CH2:20][NH:15][C@@H:16]([CH3:40])[CH2:17]2)[C:23]([CH3:39])=[C:24]([NH:29][C:30](=[O:38])[C:31]2[CH:36]=[CH:35][C:34]([CH3:37])=[N:33][CH:32]=2)[CH:25]=1, predict the reactants needed to synthesize it. The reactants are: C(O)(C(F)(F)F)=O.C(OC([N:15]1[CH2:20][CH2:19][N:18]([CH2:21][C:22]2[CH:27]=[C:26]([Cl:28])[CH:25]=[C:24]([NH:29][C:30](=[O:38])[C:31]3[CH:36]=[CH:35][C:34]([CH3:37])=[N:33][CH:32]=3)[C:23]=2[CH3:39])[CH2:17][C@@H:16]1[CH3:40])=O)(C)(C)C. (2) Given the product [Br:1][C:2]1[CH:3]=[CH:4][C:5]([O:8][CH:10]2[CH2:13][CH2:12][CH2:11]2)=[CH:6][N:7]=1, predict the reactants needed to synthesize it. The reactants are: [Br:1][C:2]1[N:7]=[CH:6][C:5]([OH:8])=[CH:4][CH:3]=1.Br[CH:10]1[CH2:13][CH2:12][CH2:11]1.C(=O)([O-])[O-].[K+].[K+]. (3) Given the product [C:27]([O:30][CH2:31][C:32]1[C:33]([N:47]2[CH2:59][CH2:58][N:50]3[C:51]4[CH2:52][CH2:53][CH2:54][CH2:55][C:56]=4[CH:57]=[C:49]3[C:48]2=[O:60])=[CH:34][CH:35]=[CH:36][C:37]=1[C:2]1[CH:3]=[C:4]([NH:10][C:11]2[CH:15]=[CH:14][N:13]([CH2:16][CH2:17][N:18]([C:19]([O:20][C:21]([CH3:24])([CH3:23])[CH3:22])=[O:25])[CH3:26])[N:12]=2)[C:5](=[O:9])[N:6]([CH3:8])[CH:7]=1)(=[O:29])[CH3:28], predict the reactants needed to synthesize it. The reactants are: Br[C:2]1[CH:3]=[C:4]([NH:10][C:11]2[CH:15]=[CH:14][N:13]([CH2:16][CH2:17][N:18]([CH3:26])[C:19](=[O:25])[O:20][C:21]([CH3:24])([CH3:23])[CH3:22])[N:12]=2)[C:5](=[O:9])[N:6]([CH3:8])[CH:7]=1.[C:27]([O:30][CH2:31][C:32]1[C:37](B2OC(C)(C)C(C)(C)O2)=[CH:36][CH:35]=[CH:34][C:33]=1[N:47]1[CH2:59][CH2:58][N:50]2[C:51]3[CH2:52][CH2:53][CH2:54][CH2:55][C:56]=3[CH:57]=[C:49]2[C:48]1=[O:60])(=[O:29])[CH3:28].CC(O[Na])=O.[O-]P([O-])([O-])=O.[K+].[K+].[K+]. (4) Given the product [CH:19]1([O:18][C:3]2[C:2]([C:29]3[CH:30]=[N:31][N:32]([CH:34]4[CH2:35][CH2:36][N:37]([C:40]([O:42][C:43]([CH3:46])([CH3:45])[CH3:44])=[O:41])[CH2:38][CH2:39]4)[CH:33]=3)=[CH:11][CH:10]=[C:9]3[C:4]=2[CH2:5][CH2:6][C@H:7]([CH3:17])[N:8]3[C:12]([CH:14]2[CH2:16][CH2:15]2)=[O:13])[CH2:22][CH2:21][CH2:20]1, predict the reactants needed to synthesize it. The reactants are: Br[C:2]1[C:3]([O:18][CH:19]2[CH2:22][CH2:21][CH2:20]2)=[C:4]2[C:9](=[CH:10][CH:11]=1)[N:8]([C:12]([CH:14]1[CH2:16][CH2:15]1)=[O:13])[C@@H:7]([CH3:17])[CH2:6][CH2:5]2.CC1(C)OB([C:29]2[CH:30]=[N:31][N:32]([CH:34]3[CH2:39][CH2:38][N:37]([C:40]([O:42][C:43]([CH3:46])([CH3:45])[CH3:44])=[O:41])[CH2:36][CH2:35]3)[CH:33]=2)OC1(C)C.C(=O)([O-])[O-].[K+].[K+].O1CCOCC1. (5) Given the product [OH:8][CH2:9][C:10]1[O:11][C:12]2[C:21]3[CH:20]([CH2:22][CH2:23][NH:24][C:25](=[O:27])[CH3:26])[CH2:19][CH2:18][C:17]=3[CH:16]=[CH:15][C:13]=2[N:14]=1, predict the reactants needed to synthesize it. The reactants are: C([O:8][CH2:9][C:10]1[O:11][C:12]2[C:21]3[CH:20]([CH2:22][CH2:23][NH:24][C:25](=[O:27])[CH3:26])[CH2:19][CH2:18][C:17]=3[CH:16]=[CH:15][C:13]=2[N:14]=1)C1C=CC=CC=1. (6) Given the product [CH:9]([C:12]1[CH:13]=[CH:14][C:15]([S:18]([NH:21][C:22]2[C:27]([C:28]3[CH:29]=[CH:30][C:31]([CH3:34])=[CH:32][CH:33]=3)=[C:26]([O:5][CH2:4][C:3]#[C:2][CH2:1][OH:6])[N:25]=[CH:24][N:23]=2)(=[O:20])=[O:19])=[N:16][CH:17]=1)([CH3:11])[CH3:10], predict the reactants needed to synthesize it. The reactants are: [CH2:1]([OH:6])[C:2]#[C:3][CH2:4][OH:5].[H-].[Na+].[CH:9]([C:12]1[CH:13]=[CH:14][C:15]([S:18]([NH:21][C:22]2[C:27]([C:28]3[CH:33]=[CH:32][C:31]([CH3:34])=[CH:30][CH:29]=3)=[C:26](Cl)[N:25]=[CH:24][N:23]=2)(=[O:20])=[O:19])=[N:16][CH:17]=1)([CH3:11])[CH3:10]. (7) Given the product [NH2:1][C:2]1[N:3]=[CH:4][C:5]([C:6]([N:21]2[CH2:22][CH2:23][N:18]([CH2:11][C:12]3[CH:13]=[CH:14][CH:15]=[CH:16][CH:17]=3)[CH2:19][CH2:20]2)=[O:8])=[CH:9][CH:10]=1, predict the reactants needed to synthesize it. The reactants are: [NH2:1][C:2]1[CH:10]=[CH:9][C:5]([C:6]([OH:8])=O)=[CH:4][N:3]=1.[CH2:11]([N:18]1[CH2:23][CH2:22][NH:21][CH2:20][CH2:19]1)[C:12]1[CH:17]=[CH:16][CH:15]=[CH:14][CH:13]=1.C(N(CC)CC)C.O.ON1C2C=CC=CC=2N=N1.Cl.CN(C)CCCN=C=NCC. (8) The reactants are: [C:1](Cl)(=[O:5])[C:2](Cl)=O.CS(C)=O.CN([CH:22]([C:26]1[CH:31]=CC=C[CH:27]=1)CC=C)S(C1C=CC=CC=1)(=O)=O.[CH2:32]([N:34](CC)[CH2:35][CH3:36])[CH3:33].[C:39]([O:42]CC)(=[O:41])C. Given the product [C:26]([O:42][C:39]([N:34]1[CH2:35][CH2:36][CH:2]([CH:1]=[O:5])[CH2:33][CH2:32]1)=[O:41])([CH3:22])([CH3:27])[CH3:31], predict the reactants needed to synthesize it. (9) The reactants are: Cl[C:2]([O:4][CH:5]([Cl:7])[CH3:6])=[O:3].[CH3:8][CH:9]1[NH:14][CH2:13][CH2:12][N:11]([C:15]2[C:20]([O:21][CH3:22])=[C:19]3[N:23]([CH:31]4[CH2:33][CH2:32]4)[CH:24]=[C:25]([C:28]([OH:30])=[O:29])[C:26](=[O:27])[C:18]3=[CH:17][C:16]=2[F:34])[CH2:10]1.CN(C1C2C(N(C)C)=CC=CC=2C=CC=1)C. Given the product [Cl:7][CH:5]([O:4][C:2]([N:14]1[CH2:13][CH2:12][N:11]([C:15]2[C:20]([O:21][CH3:22])=[C:19]3[C:18]([C:26](=[O:27])[C:25]([C:28]([OH:30])=[O:29])=[CH:24][N:23]3[CH:31]3[CH2:32][CH2:33]3)=[CH:17][C:16]=2[F:34])[CH2:10][CH:9]1[CH3:8])=[O:3])[CH3:6], predict the reactants needed to synthesize it. (10) Given the product [Br:20][CH2:21][CH2:22][CH2:23][CH2:24][N:10]1[CH2:11][C:12]2[CH:17]=[CH:16][CH:15]=[CH:14][C:13]=2[N:8]([C:3]2[CH:4]=[CH:5][CH:6]=[CH:7][C:2]=2[F:1])[S:9]1(=[O:19])=[O:18], predict the reactants needed to synthesize it. The reactants are: [F:1][C:2]1[CH:7]=[CH:6][CH:5]=[CH:4][C:3]=1[N:8]1[C:13]2[CH:14]=[CH:15][CH:16]=[CH:17][C:12]=2[CH2:11][NH:10][S:9]1(=[O:19])=[O:18].[Br:20][CH2:21][CH2:22][CH2:23][CH2:24]O.